Dataset: Forward reaction prediction with 1.9M reactions from USPTO patents (1976-2016). Task: Predict the product of the given reaction. Given the reactants [CH2:1]([C:3]1[CH:4]=[C:5]([CH:10]=[CH:11][C:12]=1[NH:13][C:14]1[N:19]=[CH:18][C:17]2[N:20]=[CH:21][N:22]([CH3:23])[C:16]=2[CH:15]=1)[O:6][CH2:7][C:8]#[N:9])[CH3:2].[H-].[Na+].[CH3:26]I, predict the reaction product. The product is: [CH2:1]([C:3]1[CH:4]=[C:5]([CH:10]=[CH:11][C:12]=1[N:13]([CH3:26])[C:14]1[N:19]=[CH:18][C:17]2[N:20]=[CH:21][N:22]([CH3:23])[C:16]=2[CH:15]=1)[O:6][CH2:7][C:8]#[N:9])[CH3:2].